From a dataset of Catalyst prediction with 721,799 reactions and 888 catalyst types from USPTO. Predict which catalyst facilitates the given reaction. (1) Reactant: CO.C([N:10]1[CH2:15][CH2:14][N:13]([C:16](=[O:31])[C:17]2[CH:22]=[C:21]([C:23]([F:26])([F:25])[F:24])[CH:20]=[C:19]([C:27]([F:30])([F:29])[F:28])[CH:18]=2)[C@H:12]([CH2:32][C:33]2[CH:38]=[CH:37][C:36]([CH3:39])=[C:35]([OH:40])[CH:34]=2)[CH2:11]1)C1C=CC=CC=1.C([O-])=O.[NH4+]. Product: [F:30][C:27]([F:28])([F:29])[C:19]1[CH:18]=[C:17]([CH:22]=[C:21]([C:23]([F:24])([F:25])[F:26])[CH:20]=1)[C:16]([N:13]1[CH2:14][CH2:15][NH:10][CH2:11][C@H:12]1[CH2:32][C:33]1[CH:38]=[CH:37][C:36]([CH3:39])=[C:35]([OH:40])[CH:34]=1)=[O:31]. The catalyst class is: 386. (2) Reactant: [O:1]=[C:2]1[N:11]([CH2:12][C:13]2[S:14][CH:15]=[CH:16][CH:17]=2)[C:10](=[O:18])[C:9]2[C:4](=[CH:5][CH:6]=[C:7]([C:19]([OH:21])=[O:20])[CH:8]=2)[NH:3]1.[N:22]1[CH:27]=[CH:26][C:25]([CH2:28]O)=[CH:24][CH:23]=1.CS(C)=O. Product: [O:1]=[C:2]1[N:11]([CH2:12][C:13]2[S:14][CH:15]=[CH:16][CH:17]=2)[C:10](=[O:18])[C:9]2[C:4](=[CH:5][CH:6]=[C:7]([C:19]([O:21][CH2:28][C:25]3[CH:26]=[CH:27][N:22]=[CH:23][CH:24]=3)=[O:20])[CH:8]=2)[NH:3]1. The catalyst class is: 28. (3) Product: [C:40]([N:4]([C@H:5]1[CH2:6][CH2:7][C@H:8]([C:11]([NH:13][C:14]2[C:18]3[CH:19]=[CH:20][CH:21]=[CH:22][C:17]=3[O:16][C:15]=2[C:23]([NH:25][C:26]2[CH:31]=[CH:30][C:29]([Cl:32])=[CH:28][N:27]=2)=[O:24])=[O:12])[CH2:9][CH2:10]1)[CH:1]([CH3:3])[CH3:2])(=[O:42])[CH3:41]. Reactant: [CH:1]([NH:4][C@H:5]1[CH2:10][CH2:9][C@H:8]([C:11]([NH:13][C:14]2[C:18]3[CH:19]=[CH:20][CH:21]=[CH:22][C:17]=3[O:16][C:15]=2[C:23]([NH:25][C:26]2[CH:31]=[CH:30][C:29]([Cl:32])=[CH:28][N:27]=2)=[O:24])=[O:12])[CH2:7][CH2:6]1)([CH3:3])[CH3:2].C(N(CC)CC)C.[C:40](Cl)(=[O:42])[CH3:41].C(=O)([O-])O.[Na+]. The catalyst class is: 22.